This data is from Catalyst prediction with 721,799 reactions and 888 catalyst types from USPTO. The task is: Predict which catalyst facilitates the given reaction. (1) The catalyst class is: 5. Reactant: [CH2:1]([C:5]1[C:6](=[N:11][NH:12][C:13]2[CH:14]=NC=[CH:17][CH:18]=2)[C:7]([NH2:10])=[N:8][N:9]=1)[CH2:2][CH:3]=[CH2:4].N[C:20]1[CH:21]=[N:22][CH:23]=[CH:24][CH:25]=1.C(CC(=O)CCC=C)#N.C(Cl)Cl. Product: [CH2:1]([C:5]1[C:6](=[N:11][NH:12][C:13]2[CH:14]=[C:20]3[C:21](=[CH:17][CH:18]=2)[N:22]=[CH:23][CH:24]=[CH:25]3)[C:7]([NH2:10])=[N:8][N:9]=1)[CH2:2][CH:3]=[CH2:4]. (2) Reactant: [C:1]([Si:5]([CH3:17])([CH3:16])[O:6][C@H:7]1[C@H:11]2[O:12][CH2:13][C@H:14]([NH2:15])[C@H:10]2[O:9][CH2:8]1)([CH3:4])([CH3:3])[CH3:2].C(N(CC)CC)C.[CH:25]1([N:31]=[C:32]=[O:33])[CH2:30][CH2:29][CH2:28][CH2:27][CH2:26]1. Product: [C:1]([Si:5]([CH3:17])([CH3:16])[O:6][C@H:7]1[C@H:11]2[O:12][CH2:13][C@H:14]([NH:15][C:32]([NH:31][CH:25]3[CH2:30][CH2:29][CH2:28][CH2:27][CH2:26]3)=[O:33])[C@H:10]2[O:9][CH2:8]1)([CH3:4])([CH3:3])[CH3:2]. The catalyst class is: 4. (3) Reactant: [Cl:1][C:2]1[N:7]=[C:6](Cl)[CH:5]=[C:4]([CH3:9])[N:3]=1.[NH2:10][C@@H:11]1[C:19]2[C:14](=[CH:15][CH:16]=[CH:17][CH:18]=2)[CH2:13][CH2:12]1. Product: [Cl:1][C:2]1[N:7]=[C:6]([NH:10][C@@H:11]2[C:19]3[C:14](=[CH:15][CH:16]=[CH:17][CH:18]=3)[CH2:13][CH2:12]2)[CH:5]=[C:4]([CH3:9])[N:3]=1. The catalyst class is: 8. (4) Reactant: [C:1]([O:5][C:6]([N:8]([CH2:19][CH:20]1[CH2:25][CH2:24][N:23]([C:26]2[C:36]([Cl:37])=[CH:35][C:29]([C:30]([O:32]CC)=[O:31])=[CH:28][N:27]=2)[CH2:22][CH:21]1[C:38]1[CH:43]=[CH:42][CH:41]=[CH:40][CH:39]=1)[C@@H:9]([C:11]1[CH:16]=[CH:15][CH:14]=[C:13]([O:17][CH3:18])[CH:12]=1)[CH3:10])=[O:7])([CH3:4])([CH3:3])[CH3:2].C1COCC1.[OH-].[Na+].Cl. Product: [C:1]([O:5][C:6]([N:8]([CH2:19][CH:20]1[CH2:25][CH2:24][N:23]([C:26]2[C:36]([Cl:37])=[CH:35][C:29]([C:30]([OH:32])=[O:31])=[CH:28][N:27]=2)[CH2:22][CH:21]1[C:38]1[CH:39]=[CH:40][CH:41]=[CH:42][CH:43]=1)[C@@H:9]([C:11]1[CH:16]=[CH:15][CH:14]=[C:13]([O:17][CH3:18])[CH:12]=1)[CH3:10])=[O:7])([CH3:2])([CH3:3])[CH3:4]. The catalyst class is: 5. (5) Product: [CH2:25]1[C:24]2[C:19](=[CH:20][CH:21]=[CH:22][CH:23]=2)[CH2:18][CH:17]1[N:1]1[CH:5]=[C:4]([C:6]2[CH:11]=[C:10]([C:12]([OH:14])=[O:13])[CH:9]=[CH:8][N:7]=2)[N:3]=[CH:2]1. The catalyst class is: 5. Reactant: [NH:1]1[CH:5]=[C:4]([C:6]2[CH:11]=[C:10]([C:12]([O:14]C)=[O:13])[CH:9]=[CH:8][N:7]=2)[N:3]=[CH:2]1.Br[CH:17]1[CH2:25][C:24]2[C:19](=[CH:20][CH:21]=[CH:22][CH:23]=2)[CH2:18]1.[OH-].[Na+]. (6) Reactant: [C:1]([O:5][C:6]([NH:8][C@:9]1([C:14]([OH:16])=O)[CH2:11][C@H:10]1[CH:12]=[CH2:13])=[O:7])([CH3:4])([CH3:3])[CH3:2].C1N=CN(C(N2C=NC=C2)=O)C=1.[CH:29]1([S:32]([NH2:35])(=[O:34])=[O:33])[CH2:31][CH2:30]1.C1CCN2C(=NCCC2)CC1. Product: [CH:29]1([S:32]([NH:35][C:14]([C@@:9]2([NH:8][C:6](=[O:7])[O:5][C:1]([CH3:2])([CH3:3])[CH3:4])[CH2:11][C@H:10]2[CH:12]=[CH2:13])=[O:16])(=[O:34])=[O:33])[CH2:31][CH2:30]1. The catalyst class is: 1. (7) Reactant: [NH2:1][C@@H:2]1[CH2:11][C@@H:10]2[C@:5]([CH3:14])([CH2:6][CH2:7][CH2:8][C:9]2([CH3:13])[CH3:12])[C@@H:4]([C:15]([C:17]2[CH:18]=[C:19]([OH:24])[CH:20]=[C:21]([OH:23])[CH:22]=2)=[O:16])[C@@H:3]1[CH3:25].C([O:29][C:30](=O)[NH:31][C:32]1[CH:33]=[N:34][CH:35]=[CH:36][CH:37]=1)(C)=C.CN1CCCC1. Product: [OH:24][C:19]1[CH:18]=[C:17]([C:15]([C@@H:4]2[C@:5]3([CH3:14])[C@H:10]([C:9]([CH3:13])([CH3:12])[CH2:8][CH2:7][CH2:6]3)[CH2:11][C@@H:2]([NH:1][C:30](=[O:29])[NH:31][C:32]3[CH:33]=[N:34][CH:35]=[CH:36][CH:37]=3)[C@H:3]2[CH3:25])=[O:16])[CH:22]=[C:21]([OH:23])[CH:20]=1. The catalyst class is: 1.